This data is from Forward reaction prediction with 1.9M reactions from USPTO patents (1976-2016). The task is: Predict the product of the given reaction. (1) Given the reactants [CH2:1]([O:3][CH:4]([O:31][CH2:32][CH3:33])[C:5]1[N:10]=[C:9](S(CC2C=CC=CC=2)(=O)=O)[N:8]=[C:7]([NH:21][C:22]2[S:23][C:24]3[C:29]([N:30]=2)=[CH:28][CH:27]=[CH:26][N:25]=3)[CH:6]=1)[CH3:2].[NH2:34][C@H:35]1[CH2:40][CH2:39][C@H:38]([OH:41])[CH2:37][CH2:36]1.O, predict the reaction product. The product is: [CH2:1]([O:3][CH:4]([O:31][CH2:32][CH3:33])[C:5]1[CH:6]=[C:7]([NH:21][C:22]2[S:23][C:24]3[C:29]([N:30]=2)=[CH:28][CH:27]=[CH:26][N:25]=3)[N:8]=[C:9]([NH:34][C@H:35]2[CH2:40][CH2:39][C@H:38]([OH:41])[CH2:37][CH2:36]2)[N:10]=1)[CH3:2]. (2) Given the reactants N[C:2]1[C:12]([Cl:13])=[C:11]([CH:14]2OCC[O:15]2)[C:10]([CH3:19])=[CH:9][C:3]=1[C:4]([O:6][CH2:7][CH3:8])=[O:5].C(OC(=O)C1C=CC(C=O)=C(C(F)(F)F)C=1)C, predict the reaction product. The product is: [Cl:13][C:12]1[CH:2]=[C:3]([CH:9]=[C:10]([CH3:19])[C:11]=1[CH:14]=[O:15])[C:4]([O:6][CH2:7][CH3:8])=[O:5].